The task is: Predict the reactants needed to synthesize the given product.. This data is from Full USPTO retrosynthesis dataset with 1.9M reactions from patents (1976-2016). (1) Given the product [CH:1]([N:4]1[C:8]([CH:9]2[CH2:10][CH2:11][N:12]([CH2:32][C:33]([F:36])([F:35])[F:34])[CH2:13][CH2:14]2)=[CH:7][C:6]([C:15]2[CH:16]=[C:17]3[C:23]([C:24]#[N:25])=[CH:22][NH:21][C:18]3=[N:19][CH:20]=2)=[N:5]1)([CH3:3])[CH3:2], predict the reactants needed to synthesize it. The reactants are: [CH:1]([N:4]1[C:8]([CH:9]2[CH2:14][CH2:13][NH:12][CH2:11][CH2:10]2)=[CH:7][C:6]([C:15]2[CH:16]=[C:17]3[C:23]([C:24]#[N:25])=[CH:22][NH:21][C:18]3=[N:19][CH:20]=2)=[N:5]1)([CH3:3])[CH3:2].FC(F)(F)S(O[CH2:32][C:33]([F:36])([F:35])[F:34])(=O)=O. (2) The reactants are: [NH4+].[N:2]#[C:3][S-:4].[NH2:5][C:6]1[C:7]([CH3:12])=[CH:8][CH:9]=[CH:10][CH:11]=1.N. Given the product [CH3:12][C:7]1[CH:8]=[CH:9][CH:10]=[CH:11][C:6]=1[NH:5][C:3]([NH2:2])=[S:4], predict the reactants needed to synthesize it. (3) Given the product [NH2:17][C:15]1[N:14]=[CH:13][N:12]=[C:11]2[N:10]([C@H:18]3[CH2:23][CH2:22][C@@H:21]([N:24]4[CH2:25][CH2:26][N:27]([CH3:30])[CH2:28][CH2:29]4)[CH2:20][CH2:19]3)[N:9]=[C:8]([C:5]3[CH:4]=[CH:3][C:2]([NH:1][C:38]([NH:37][C:33]4[CH:34]=[CH:35][CH:36]=[C:31]([CH3:40])[CH:32]=4)=[O:39])=[CH:7][CH:6]=3)[C:16]=12, predict the reactants needed to synthesize it. The reactants are: [NH2:1][C:2]1[CH:7]=[CH:6][C:5]([C:8]2[C:16]3[C:11](=[N:12][CH:13]=[N:14][C:15]=3[NH2:17])[N:10]([C@H:18]3[CH2:23][CH2:22][C@@H:21]([N:24]4[CH2:29][CH2:28][N:27]([CH3:30])[CH2:26][CH2:25]4)[CH2:20][CH2:19]3)[N:9]=2)=[CH:4][CH:3]=1.[C:31]1([CH3:40])[CH:36]=[CH:35][CH:34]=[C:33]([N:37]=[C:38]=[O:39])[CH:32]=1. (4) Given the product [C:1]([C:3]1[CH:10]=[CH:9][C:6]([CH2:7][NH:12][CH:13]([CH2:21][CH3:22])[C:14]([O:16][C:17]([CH3:19])([CH3:18])[CH3:20])=[O:15])=[C:5]([F:11])[CH:4]=1)#[N:2], predict the reactants needed to synthesize it. The reactants are: [C:1]([C:3]1[CH:10]=[CH:9][C:6]([CH2:7]Br)=[C:5]([F:11])[CH:4]=1)#[N:2].[NH2:12][CH:13]([CH2:21][CH3:22])[C:14]([O:16][C:17]([CH3:20])([CH3:19])[CH3:18])=[O:15]. (5) Given the product [Cl:1][C:2]1[CH:3]=[C:4]([CH:27]=[C:28]([F:30])[CH:29]=1)[O:5][CH2:6][C:7]1[S:8][C:9]2[C:15]([C:16]3[CH:17]=[C:18]([CH:24]=[CH:25][CH:26]=3)[C:19]([OH:21])=[O:20])=[CH:14][CH:13]=[CH:12][C:10]=2[CH:11]=1.[Cl:31][C:32]1[CH:33]=[C:34]([CH:55]=[C:56]([F:58])[CH:57]=1)[O:35][CH2:36][C:37]1[S:38][C:39]2[C:45]([C:46]3[CH:47]=[C:48]([CH:52]=[CH:53][CH:54]=3)[C:49]([NH:63][CH2:62][CH2:61][O:60][CH3:59])=[O:51])=[CH:44][CH:43]=[CH:42][C:40]=2[CH:41]=1, predict the reactants needed to synthesize it. The reactants are: [Cl:1][C:2]1[CH:3]=[C:4]([CH:27]=[C:28]([F:30])[CH:29]=1)[O:5][CH2:6][C:7]1[S:8][C:9]2[C:15]([C:16]3[CH:17]=[C:18]([CH:24]=[CH:25][CH:26]=3)[C:19]([O:21]CC)=[O:20])=[CH:14][CH:13]=[CH:12][C:10]=2[CH:11]=1.[Cl:31][C:32]1[CH:33]=[C:34]([CH:55]=[C:56]([F:58])[CH:57]=1)[O:35][CH2:36][C:37]1[S:38][C:39]2[C:45]([C:46]3[CH:47]=[C:48]([CH:52]=[CH:53][CH:54]=3)[C:49]([OH:51])=O)=[CH:44][CH:43]=[CH:42][C:40]=2[CH:41]=1.[CH3:59][O:60][CH2:61][CH2:62][NH2:63]. (6) Given the product [C:20]1([CH:26]([C:50]2[CH:51]=[CH:52][CH:53]=[CH:54][CH:55]=2)[CH2:27][CH2:28][O:29][C:30](=[O:31])[C:32]2[C:37]([C:38]3[CH:43]=[CH:42][CH:41]=[C:40]([Cl:44])[CH:39]=3)=[CH:36][C:35]([CH3:48])=[N:34][C:33]=2[CH3:49])[CH:21]=[CH:22][CH:23]=[CH:24][CH:25]=1, predict the reactants needed to synthesize it. The reactants are: CCN=C=NCCCN(C)C.Cl.CN1CCNCC1.[C:20]1([CH:26]([C:50]2[CH:55]=[CH:54][CH:53]=[CH:52][CH:51]=2)[CH2:27][CH2:28][O:29][C:30]([C:32]2[C:33]([CH3:49])=[N:34][C:35]([CH3:48])=[C:36](C(O)=O)[C:37]=2[C:38]2[CH:43]=[CH:42][CH:41]=[C:40]([Cl:44])[CH:39]=2)=[O:31])[CH:25]=[CH:24][CH:23]=[CH:22][CH:21]=1.C(=O)([O-])O.[Na+].